This data is from Full USPTO retrosynthesis dataset with 1.9M reactions from patents (1976-2016). The task is: Predict the reactants needed to synthesize the given product. (1) Given the product [C:12]([CH2:2][C:3]1[CH:4]=[C:5]([CH:9]=[CH:10][CH:11]=1)[C:6]([OH:8])=[O:7])#[N:13], predict the reactants needed to synthesize it. The reactants are: Br[CH2:2][C:3]1[CH:4]=[C:5]([CH:9]=[CH:10][CH:11]=1)[C:6]([OH:8])=[O:7].[C-:12]#[N:13].[Na+]. (2) Given the product [Cl:19][C:20]1[CH:26]=[C:25]([Cl:27])[CH:24]=[CH:23][C:21]=1[NH:13][C:12]1[C:11]2[C:10](=[CH:9][CH:8]=[C:6]3[N:7]=[C:3]([C:1]#[N:2])[S:4][C:5]3=2)[N:14]=[CH:15][N:16]=1, predict the reactants needed to synthesize it. The reactants are: [C:1]([C:3]1[S:4][C:5]2[C:11]([C:12]#[N:13])=[C:10](/[N:14]=[CH:15]/[N:16](C)C)[CH:9]=[CH:8][C:6]=2[N:7]=1)#[N:2].[Cl:19][C:20]1[CH:26]=[C:25]([Cl:27])[CH:24]=[CH:23][C:21]=1N.[K+].[Br-]. (3) Given the product [C:1]([C:5]1[CH:45]=[CH:44][C:8]([C:9]([NH:11][C@@H:12]([CH2:17][C:18]2[CH:23]=[CH:22][C:21]([C:24]3[S:25][C:26]([C:29]4[CH:30]=[CH:31][C:32]([O:35][CH2:36][CH2:37][CH2:38][CH2:39][CH2:40][CH2:41][CH3:42])=[CH:33][CH:34]=4)=[N:27][N:28]=3)=[C:20]([F:43])[CH:19]=2)[C:13]([OH:15])=[O:14])=[O:10])=[CH:7][CH:6]=1)([CH3:2])([CH3:3])[CH3:4], predict the reactants needed to synthesize it. The reactants are: [C:1]([C:5]1[CH:45]=[CH:44][C:8]([C:9]([NH:11][C@@H:12]([CH2:17][C:18]2[CH:23]=[CH:22][C:21]([C:24]3[S:25][C:26]([C:29]4[CH:34]=[CH:33][C:32]([O:35][CH2:36][CH2:37][CH2:38][CH2:39][CH2:40][CH2:41][CH3:42])=[CH:31][CH:30]=4)=[N:27][N:28]=3)=[C:20]([F:43])[CH:19]=2)[C:13]([O:15]C)=[O:14])=[O:10])=[CH:7][CH:6]=1)([CH3:4])([CH3:3])[CH3:2].[OH-].[Li+].CC(O)=O.O.